This data is from Catalyst prediction with 721,799 reactions and 888 catalyst types from USPTO. The task is: Predict which catalyst facilitates the given reaction. (1) Product: [CH3:21][O:20][C:18]1[C:17](=[O:22])[C:16]([C:23]2[N:27]([C:28]3[CH:33]=[CH:32][CH:31]=[CH:30][CH:29]=3)[N:26]=[CH:25][CH:24]=2)=[N:15][N:14]([CH:11]2[CH2:10][CH2:9][NH:8][CH2:13][CH2:12]2)[CH:19]=1. Reactant: C([N:8]1[CH2:13][CH:12]=[C:11]([N:14]2[CH:19]=[C:18]([O:20][CH3:21])[C:17](=[O:22])[C:16]([C:23]3[N:27]([C:28]4[CH:33]=[CH:32][CH:31]=[CH:30][CH:29]=4)[N:26]=[CH:25][CH:24]=3)=[N:15]2)[CH2:10][CH2:9]1)C1C=CC=CC=1. The catalyst class is: 105. (2) Reactant: I[C:2]1[C:10]2[C:5](=[N:6][CH:7]=[CH:8][CH:9]=2)[N:4]([Si:11]([CH:18]([CH3:20])[CH3:19])([CH:15]([CH3:17])[CH3:16])[CH:12]([CH3:14])[CH3:13])[CH:3]=1.C([Mg]Cl)(C)C.C(OC(=O)[N:32]([C:44]1[CH:49]=[CH:48][C:47]([C:50](=[O:52])[CH3:51])=[CH:46][N:45]=1)[CH2:33][C:34]1[CH:39]=[CH:38][C:37]([C:40]([F:43])([F:42])[F:41])=[CH:36][CH:35]=1)(C)(C)C. Product: [F:43][C:40]([F:41])([F:42])[C:37]1[CH:38]=[CH:39][C:34]([CH2:33][NH:32][C:44]2[N:45]=[CH:46][C:47]([C:50]([C:2]3[C:10]4[C:5](=[N:6][CH:7]=[CH:8][CH:9]=4)[N:4]([Si:11]([CH:18]([CH3:20])[CH3:19])([CH:15]([CH3:17])[CH3:16])[CH:12]([CH3:14])[CH3:13])[CH:3]=3)([OH:52])[CH3:51])=[CH:48][CH:49]=2)=[CH:35][CH:36]=1. The catalyst class is: 7. (3) Reactant: [Sn](Cl)(Cl)(Cl)Cl.[CH2:6]([O:8][C:9]1[C:10]([F:21])=[C:11]2[C:17]([N+:18]([O-])=O)=[CH:16][NH:15][C:12]2=[N:13][CH:14]=1)[CH3:7].[OH-].[Na+]. Product: [CH2:6]([O:8][C:9]1[C:10]([F:21])=[C:11]2[C:17]([NH2:18])=[CH:16][NH:15][C:12]2=[N:13][CH:14]=1)[CH3:7]. The catalyst class is: 33. (4) Reactant: [CH2:1]([CH:3]([C:6]1[N:11]2[N:12]=[C:13]([CH3:26])[C:14]([C:15]3[S:19][C:18]([C:20]4[N:21]([CH3:25])[N:22]=[CH:23][N:24]=4)=[N:17][CH:16]=3)=[C:10]2[N:9]=[C:8]([CH3:27])[CH:7]=1)[CH2:4][CH3:5])[CH3:2].[Cl:28]N1C(=O)CCC1=O. Product: [Cl:28][C:16]1[N:17]=[C:18]([C:20]2[N:21]([CH3:25])[N:22]=[CH:23][N:24]=2)[S:19][C:15]=1[C:14]1[C:13]([CH3:26])=[N:12][N:11]2[C:6]([CH:3]([CH2:4][CH3:5])[CH2:1][CH3:2])=[CH:7][C:8]([CH3:27])=[N:9][C:10]=12. The catalyst class is: 545. (5) Reactant: [C:1]([C:3]1[CH:11]=[CH:10][CH:9]=[CH:8][C:4]=1[C:5]([OH:7])=O)#[N:2].C(Cl)(=O)C(Cl)=O.[CH3:18][O:19][C:20]1[CH:25]=[CH:24][N:23]=[C:22]([N:26]2[CH2:31][CH2:30][NH:29][CH2:28][CH2:27]2)[N:21]=1.C(N(CC)CC)C. Product: [C:1]([C:3]1[CH:11]=[CH:10][CH:9]=[CH:8][C:4]=1[C:5]([N:29]1[CH2:30][CH2:31][N:26]([C:22]2[N:21]=[C:20]([O:19][CH3:18])[CH:25]=[CH:24][N:23]=2)[CH2:27][CH2:28]1)=[O:7])#[N:2]. The catalyst class is: 202. (6) Reactant: [N:1]1[CH:6]=[CH:5][CH:4]=[CH:3][C:2]=1[CH2:7][NH2:8].Br[C:10]([CH3:19])([CH:16]([CH3:18])[CH3:17])[C:11]([N:13]=[C:14]=[S:15])=[O:12]. Product: [CH:16]([C:10]1([CH3:19])[S:15][C:14]([NH:8][CH2:7][C:2]2[CH:3]=[CH:4][CH:5]=[CH:6][N:1]=2)=[N:13][C:11]1=[O:12])([CH3:18])[CH3:17]. The catalyst class is: 2. (7) Product: [CH2:20]([O:19][C:17](=[O:18])[CH:16]=[C:11]1[CH2:10][CH:9]2[NH:8][CH:13]([CH2:14][CH2:15]2)[CH2:12]1)[CH3:21]. Reactant: C(OC([N:8]1[CH:13]2[CH2:14][CH2:15][CH:9]1[CH2:10][C:11](=[CH:16][C:17]([O:19][CH2:20][CH3:21])=[O:18])[CH2:12]2)=O)(C)(C)C.C(O)(C(F)(F)F)=O. The catalyst class is: 2.